This data is from Reaction yield outcomes from USPTO patents with 853,638 reactions. The task is: Predict the reaction yield, written as a fraction of the theoretical maximum amount of product (1.0 means a 100% yield; for example, 0.34 means a 34% yield). (1) The reactants are Br[C:2]1[CH:3]=[C:4]2[C:8](=[CH:9][CH:10]=1)[NH:7][C:6](=[O:11])[C:5]12[CH2:16][CH2:15][CH2:14][CH2:13][CH2:12]1.B([C:20]1[N:21]([C:25]([O:27][C:28]([CH3:31])([CH3:30])[CH3:29])=[O:26])[CH:22]=[CH:23][CH:24]=1)(O)O.C([O-])([O-])=O.[K+].[K+]. The catalyst is O.C1C=CC([P]([Pd]([P](C2C=CC=CC=2)(C2C=CC=CC=2)C2C=CC=CC=2)([P](C2C=CC=CC=2)(C2C=CC=CC=2)C2C=CC=CC=2)[P](C2C=CC=CC=2)(C2C=CC=CC=2)C2C=CC=CC=2)(C2C=CC=CC=2)C2C=CC=CC=2)=CC=1. The product is [O:11]=[C:6]1[C:5]2([CH2:16][CH2:15][CH2:14][CH2:13][CH2:12]2)[C:4]2[C:8](=[CH:9][CH:10]=[C:2]([C:20]3[N:21]([C:25]([O:27][C:28]([CH3:31])([CH3:30])[CH3:29])=[O:26])[CH:22]=[CH:23][CH:24]=3)[CH:3]=2)[NH:7]1. The yield is 0.760. (2) The reactants are [O:1]1[C:5]2[CH:6]=[CH:7][C:8]([CH2:10][C:11]#N)=[CH:9][C:4]=2[O:3][CH2:2]1.Br[CH2:14][CH2:15]Cl.[OH-:17].[Na+].[OH2:19]. The catalyst is [Cl-].C([N+](CC)(CC)CC)C1C=CC=CC=1. The product is [O:1]1[C:5]2[CH:6]=[CH:7][C:8]([C:10]3([C:11]([OH:19])=[O:17])[CH2:15][CH2:14]3)=[CH:9][C:4]=2[O:3][CH2:2]1. The yield is 0.800. (3) The reactants are [CH2:1]([C:3]1[CH:4]([C:9]([O:11][CH2:12][CH3:13])=[O:10])[CH2:5][C:6](=[O:8])[CH:7]=1)[CH3:2]. The catalyst is [Pd].CCOC(C)=O. The product is [CH2:1]([CH:3]1[CH2:7][C:6](=[O:8])[CH2:5][CH:4]1[C:9]([O:11][CH2:12][CH3:13])=[O:10])[CH3:2]. The yield is 0.990. (4) The reactants are [H-].[Al+3].[Li+].[H-].[H-].[H-].[CH2:7]([O:14][C:15]1[CH:23]=[CH:22][C:18]([C:19]([NH2:21])=O)=[CH:17][CH:16]=1)[CH2:8][CH2:9][CH2:10][CH2:11][CH2:12][CH3:13]. The catalyst is C1COCC1. The yield is 0.840. The product is [CH2:7]([O:14][C:15]1[CH:16]=[CH:17][C:18]([CH2:19][NH2:21])=[CH:22][CH:23]=1)[CH2:8][CH2:9][CH2:10][CH2:11][CH2:12][CH3:13]. (5) The reactants are Cl.[NH2:2][C@@H:3]([CH:31]1[CH2:36][CH2:35][CH2:34][CH2:33][CH2:32]1)[C:4]([N:6]1[CH2:14][C@H:13]([O:15][CH2:16][C:17]2[CH:18]=[C:19]([C:23]3[CH:28]=[CH:27][CH:26]=[C:25]([CH:29]=[CH2:30])[CH:24]=3)[CH:20]=[CH:21][CH:22]=2)[CH2:12][C@H:7]1[C:8]([O:10][CH3:11])=[O:9])=[O:5]. The catalyst is ClCCCl.C(Cl)Cl.C([O-])(O)=O.[Na+]. The product is [CH:31]1([C@H:3]([NH:2][CH2:20][CH2:19][CH2:18][CH2:17][CH:22]=[CH2:21])[C:4]([N:6]2[CH2:14][C@H:13]([O:15][CH2:16][C:17]3[CH:18]=[C:19]([C:23]4[CH:28]=[CH:27][CH:26]=[C:25]([CH:29]=[CH2:30])[CH:24]=4)[CH:20]=[CH:21][CH:22]=3)[CH2:12][C@H:7]2[C:8]([O:10][CH3:11])=[O:9])=[O:5])[CH2:32][CH2:33][CH2:34][CH2:35][CH2:36]1. The yield is 0.670. (6) The reactants are Cl[C:2]1[C:7]([N+:8]([O-:10])=[O:9])=[CH:6][C:5]([C:11]([F:14])([F:13])[F:12])=[CH:4][N:3]=1.C([O-])(O)=O.[Na+].[CH:20]1([NH2:24])[CH2:23][CH2:22][CH2:21]1. The catalyst is CCO. The product is [CH:20]1([NH:24][C:2]2[C:7]([N+:8]([O-:10])=[O:9])=[CH:6][C:5]([C:11]([F:14])([F:13])[F:12])=[CH:4][N:3]=2)[CH2:23][CH2:22][CH2:21]1. The yield is 0.910. (7) The reactants are C1(N2[CH2:14][CH2:13][CH:12]([N:15]3[C:19]4[CH:20]=[CH:21][CH:22]=[CH:23][C:18]=4[NH:17][C:16]3=[N:24][C:25]#[N:26])CC2)CCCCCCC1.[H-].[Na+].Br[CH2:30][C:31]([NH2:33])=[O:32].O.[CH2:35]1[CH2:39]O[CH2:37][CH2:36]1. No catalyst specified. The product is [C:25]([N:24]=[C:16]1[N:17]([CH2:30][C:31]([NH2:33])=[O:32])[C:18]2[CH:23]=[CH:22][CH:21]=[CH:20][C:19]=2[N:15]1[CH:12]1[CH2:13][CH2:14][CH2:13][CH2:12][N:15]1[CH:35]1[CH2:39][CH2:20][CH2:19][CH2:18][CH2:23][CH2:37][CH2:36]1)#[N:26]. The yield is 0.700. (8) The reactants are C(O[C:6]([N:8](C)[C:9]1[S:10][C@H:11]2[O:17][C@H:16]([CH2:18][CH2:19][C:20](OCC)=[O:21])[C@@H:15]([O:25]CC3C=CC(OC)=CC=3)[C@H:14]([O:35]CC3C=CC(OC)=CC=3)[C@H:12]2[N:13]=1)=O)(C)(C)C.[H-].[H-].[H-].[H-].[Li+].[Al+3].ClCCl.[C:55]([OH:61])([C:57]([F:60])([F:59])[F:58])=[O:56]. The catalyst is C1COCC1. The product is [F:58][C:57]([F:60])([F:59])[C:55]([OH:61])=[O:56].[OH:21][CH2:20][CH2:19][CH2:18][C@H:16]1[O:17][C@H:11]2[C@H:12]([N:13]=[C:9]([NH:8][CH3:6])[S:10]2)[C@@H:14]([OH:35])[C@@H:15]1[OH:25]. The yield is 0.000300. (9) The reactants are [Cl:1][C:2]1[CH:3]=[C:4]([NH:9][C:10]2[C:19]3[C:14](=[CH:15][C:16]([O:22][CH:23]4[CH2:37][C@@H:26]5[CH2:27][N:28](C(OC(C)(C)C)=O)[CH2:29][C@@H:25]5[CH2:24]4)=[C:17]([O:20][CH3:21])[CH:18]=3)[N:13]=[CH:12][N:11]=2)[CH:5]=[CH:6][C:7]=1[Cl:8].Cl. The catalyst is CO.O1CCOCC1. The product is [ClH:1].[Cl:1][C:2]1[CH:3]=[C:4]([NH:9][C:10]2[C:19]3[C:14](=[CH:15][C:16]([O:22][CH:23]4[CH2:37][C@@H:26]5[CH2:27][NH:28][CH2:29][C@@H:25]5[CH2:24]4)=[C:17]([O:20][CH3:21])[CH:18]=3)[N:13]=[CH:12][N:11]=2)[CH:5]=[CH:6][C:7]=1[Cl:8]. The yield is 1.00.